From a dataset of Reaction yield outcomes from USPTO patents with 853,638 reactions. Predict the reaction yield, written as a fraction of the theoretical maximum amount of product (1.0 means a 100% yield; for example, 0.34 means a 34% yield). (1) The reactants are [CH3:1][O:2][C:3]1[C:4]([CH3:10])=[C:5]([NH2:9])[CH:6]=[CH:7][CH:8]=1.[Cl:11][C:12]1[N:17]=[C:16](Cl)[CH:15]=[CH:14][N:13]=1. The catalyst is C(O)C.C(Cl)Cl. The product is [Cl:11][C:12]1[N:17]=[C:16]([NH:9][C:5]2[CH:6]=[CH:7][CH:8]=[C:3]([O:2][CH3:1])[C:4]=2[CH3:10])[CH:15]=[CH:14][N:13]=1. The yield is 0.0700. (2) The reactants are [C:1]([O:5][C:6]([NH:8][CH2:9][C@@H:10]([CH3:14])[C:11](O)=[O:12])=[O:7])([CH3:4])([CH3:3])[CH3:2].C[N:16](C)CCCN=C=NCC.ON1C(=O)CCC1=O.[OH-].[NH4+].Cl. The catalyst is ClCCl.CN(C)C1C=CN=CC=1.C(OCC)(=O)C. The product is [C:1]([O:5][C:6](=[O:7])[NH:8][CH2:9][C@H:10]([C:11](=[O:12])[NH2:16])[CH3:14])([CH3:4])([CH3:3])[CH3:2]. The yield is 0.720. (3) The reactants are C([O:3][C:4]([C:6]12[CH2:24][CH:23]1[CH:22]=[CH:21][CH2:20][CH2:19][CH2:18][CH2:17][CH2:16][CH:15]([NH:25][C:26]([O:28][C:29]([CH3:32])([CH3:31])[CH3:30])=[O:27])[C:14](=[O:33])[N:13]1[CH:9]([CH2:10][CH:11]([O:34][Si:35]([C:38]([CH3:41])([CH3:40])[CH3:39])([CH3:37])[CH3:36])[CH2:12]1)[C:8](=[O:42])[NH:7]2)=[O:5])C.C1COCC1.CO.O.[OH-].[Li+]. The catalyst is O. The product is [C:29]([O:28][C:26]([NH:25][CH:15]1[C:14](=[O:33])[N:13]2[CH:9]([CH2:10][CH:11]([O:34][Si:35]([C:38]([CH3:40])([CH3:39])[CH3:41])([CH3:37])[CH3:36])[CH2:12]2)[C:8](=[O:42])[NH:7][C:6]2([C:4]([OH:5])=[O:3])[CH:23]([CH2:24]2)[CH:22]=[CH:21][CH2:20][CH2:19][CH2:18][CH2:17][CH2:16]1)=[O:27])([CH3:30])([CH3:31])[CH3:32]. The yield is 0.840. (4) The reactants are [C:1]([NH:8][C:9]1[CH:17]=[CH:16][C:12]([C:13]([OH:15])=[O:14])=[CH:11][C:10]=1[N+:18]([O-:20])=O)([C:3](OCC)=[O:4])=[O:2]. The catalyst is CN(C)C=O.[Pt]. The product is [C:13]([C:12]1[CH:11]=[C:10]2[C:9]([NH:8][C:1](=[O:2])[C:3](=[O:4])[N:18]2[OH:20])=[CH:17][CH:16]=1)([OH:15])=[O:14]. The yield is 0.700. (5) The reactants are Br[C:2]1[CH:3]=[C:4]([CH:19]=[CH:20][CH:21]=1)[CH2:5][NH:6][C:7]([C:9]1[CH:10]=[C:11]2[C:16](=[CH:17][CH:18]=1)[N:15]=[CH:14][CH:13]=[CH:12]2)=[O:8].C1(C)C=CC=CC=1.C(=O)([O-])[O-].[Na+].[Na+].[F:35][C:36]1[CH:37]=[C:38](B(O)O)[CH:39]=[CH:40][CH:41]=1. The catalyst is C(#N)C.O.FC(F)(F)C(O)=O.C1C=CC([P]([Pd]([P](C2C=CC=CC=2)(C2C=CC=CC=2)C2C=CC=CC=2)([P](C2C=CC=CC=2)(C2C=CC=CC=2)C2C=CC=CC=2)[P](C2C=CC=CC=2)(C2C=CC=CC=2)C2C=CC=CC=2)(C2C=CC=CC=2)C2C=CC=CC=2)=CC=1.C(O)(=O)C.C(OCC)(=O)C.O.CO. The product is [F:35][C:36]1[CH:41]=[C:40]([C:2]2[CH:21]=[CH:20][CH:19]=[C:4]([CH2:5][NH:6][C:7]([C:9]3[CH:10]=[C:11]4[C:16](=[CH:17][CH:18]=3)[N:15]=[CH:14][CH:13]=[CH:12]4)=[O:8])[CH:3]=2)[CH:39]=[CH:38][CH:37]=1. The yield is 0.0830.